Dataset: Forward reaction prediction with 1.9M reactions from USPTO patents (1976-2016). Task: Predict the product of the given reaction. Given the reactants [CH3:1][C@@:2]12[C@@:11]([OH:16])([C:12]([CH2:14][OH:15])=[O:13])[CH2:10][CH2:9][C@H:8]1[C@@H:7]1[CH2:17][CH2:18][C:19]3[C@@:25]([CH3:26])([C@H:6]1[C:4](=[O:5])[CH2:3]2)[CH:24]=[CH:23][C:21](=[O:22])[CH:20]=3.CN(C1C=CC=CN=1)C.OCCN(CCO)CCO.C(#N)C, predict the reaction product. The product is: [CH3:1][C@@:2]12[C@@:11]([OH:16])([C:12]([CH2:14][OH:15])=[O:13])[CH2:10][CH2:9][C@H:8]1[C@@H:7]1[CH2:17][CH2:18][C:19]3[C@@:25]([CH3:26])([C@H:6]1[C@@H:4]([OH:5])[CH2:3]2)[CH:24]=[CH:23][C:21](=[O:22])[CH:20]=3.